This data is from NCI-60 drug combinations with 297,098 pairs across 59 cell lines. The task is: Regression. Given two drug SMILES strings and cell line genomic features, predict the synergy score measuring deviation from expected non-interaction effect. (1) Drug 1: C1=NC2=C(N=C(N=C2N1C3C(C(C(O3)CO)O)O)F)N. Drug 2: CC(C)NC(=O)C1=CC=C(C=C1)CNNC.Cl. Cell line: HT29. Synergy scores: CSS=-0.745, Synergy_ZIP=-0.750, Synergy_Bliss=-5.21, Synergy_Loewe=-4.84, Synergy_HSA=-6.44. (2) Drug 1: CCC1=CC2CC(C3=C(CN(C2)C1)C4=CC=CC=C4N3)(C5=C(C=C6C(=C5)C78CCN9C7C(C=CC9)(C(C(C8N6C)(C(=O)OC)O)OC(=O)C)CC)OC)C(=O)OC.C(C(C(=O)O)O)(C(=O)O)O. Drug 2: CC12CCC3C(C1CCC2OP(=O)(O)O)CCC4=C3C=CC(=C4)OC(=O)N(CCCl)CCCl.[Na+]. Cell line: NCI-H226. Synergy scores: CSS=36.4, Synergy_ZIP=0.292, Synergy_Bliss=1.64, Synergy_Loewe=-26.1, Synergy_HSA=0.957.